From a dataset of Forward reaction prediction with 1.9M reactions from USPTO patents (1976-2016). Predict the product of the given reaction. (1) The product is: [CH3:24][O:14][C:13](=[O:15])[C@@H:12]([OH:16])[C@@H:11]([NH:10][C:8]([O:7][CH2:5][CH3:6])=[O:9])[CH2:17][C:18]1[CH:19]=[CH:20][CH:21]=[CH:22][CH:23]=1. Given the reactants S(Cl)(Cl)=O.[CH2:5]([O:7][C:8]([NH:10][C@@H:11]([CH2:17][C:18]1[CH:23]=[CH:22][CH:21]=[CH:20][CH:19]=1)[C@H:12]([OH:16])[C:13]([OH:15])=[O:14])=[O:9])[CH3:6].[C:24]1(C)C=CC=CC=1, predict the reaction product. (2) Given the reactants [F:1][C:2]([F:33])([F:32])[C:3]1[CH:4]=[C:5]([C@H:13]([O:15][C@H:16]2[CH2:24][CH2:23][C@@H:22]3[C@@H:18]([CH2:19][NH:20][CH2:21]3)[C@@H:17]2[C:25]2[CH:30]=[CH:29][C:28]([F:31])=[CH:27][CH:26]=2)[CH3:14])[CH:6]=[C:7]([C:9]([F:12])([F:11])[F:10])[CH:8]=1.C=O.[C:36]([O-])(=O)C.[Na+].[BH4-].[Na+], predict the reaction product. The product is: [F:33][C:2]([F:1])([F:32])[C:3]1[CH:4]=[C:5]([C@H:13]([O:15][C@H:16]2[CH2:24][CH2:23][C@@H:22]3[C@@H:18]([CH2:19][N:20]([CH3:36])[CH2:21]3)[C@@H:17]2[C:25]2[CH:26]=[CH:27][C:28]([F:31])=[CH:29][CH:30]=2)[CH3:14])[CH:6]=[C:7]([C:9]([F:12])([F:10])[F:11])[CH:8]=1. (3) The product is: [CH2:17]([CH:15]1[CH2:16][C:13]([CH2:12][N:9]([OH:8])[CH:10]=[O:11])([C:21]([NH:23][NH:24][C:25]2[N:30]=[C:29]([C:31]([F:33])([F:34])[F:32])[CH:28]=[CH:27][N:26]=2)=[O:22])[CH2:14]1)[CH2:18][CH2:19][CH3:20]. Given the reactants C([O:8][N:9]([CH2:12][C:13]1([C:21]([NH:23][NH:24][C:25]2[N:30]=[C:29]([C:31]([F:34])([F:33])[F:32])[CH:28]=[CH:27][N:26]=2)=[O:22])[CH2:16][CH:15]([CH2:17][CH2:18][CH2:19][CH3:20])[CH2:14]1)[CH:10]=[O:11])C1C=CC=CC=1, predict the reaction product. (4) Given the reactants [C:1]([CH:3]1[CH2:6][N:5]([C:7]([O:9][C:10]([CH3:13])([CH3:12])[CH3:11])=[O:8])[CH2:4]1)#[N:2].Cl[C:15]1[C:20]([F:21])=[CH:19][CH:18]=[CH:17][N:16]=1.C[Si]([N-][Si](C)(C)C)(C)C.[K+], predict the reaction product. The product is: [C:1]([C:3]1([C:15]2[C:20]([F:21])=[CH:19][CH:18]=[CH:17][N:16]=2)[CH2:6][N:5]([C:7]([O:9][C:10]([CH3:13])([CH3:12])[CH3:11])=[O:8])[CH2:4]1)#[N:2]. (5) Given the reactants [F:1][C:2]1[C:58]([F:59])=[C:57]([O:60][CH3:61])[CH:56]=[CH:55][C:3]=1[CH2:4][C:5]1[C:6]([O:14][C@:15]2([O:45][C@H:44]([CH2:46][O:47]CC3C=CC=CC=3)[C@@H:35]([O:36]CC3C=CC=CC=3)[C@H:26]([O:27]CC3C=CC=CC=3)[C@H:17]2[O:18]CC2C=CC=CC=2)[OH:16])=[N:7][N:8]([CH:11]([CH3:13])[CH3:12])[C:9]=1[CH3:10], predict the reaction product. The product is: [F:1][C:2]1[C:58]([F:59])=[C:57]([O:60][CH3:61])[CH:56]=[CH:55][C:3]=1[CH2:4][C:5]1[C:6]([O:14][C@:15]2([O:45][C@H:44]([CH2:46][OH:47])[C@@H:35]([OH:36])[C@H:26]([OH:27])[C@H:17]2[OH:18])[OH:16])=[N:7][N:8]([CH:11]([CH3:13])[CH3:12])[C:9]=1[CH3:10]. (6) Given the reactants [CH3:1][C:2]1([C:7]2[S:11][C:10]([CH2:12][N:13]3[CH:17]=[C:16]([NH2:18])[CH:15]=[N:14]3)=[CH:9][CH:8]=2)[O:6]CCO1.[CH3:19][N:20]([CH3:35])[C:21]1[CH:22]=[C:23]([C:27]2[O:31][CH:30]=[N:29][C:28]=2[C:32](O)=[O:33])[CH:24]=[CH:25][CH:26]=1, predict the reaction product. The product is: [C:2]([C:7]1[S:11][C:10]([CH2:12][N:13]2[CH:17]=[C:16]([NH:18][C:32]([C:28]3[N:29]=[CH:30][O:31][C:27]=3[C:23]3[CH:24]=[CH:25][CH:26]=[C:21]([N:20]([CH3:35])[CH3:19])[CH:22]=3)=[O:33])[CH:15]=[N:14]2)=[CH:9][CH:8]=1)(=[O:6])[CH3:1].